This data is from HIV replication inhibition screening data with 41,000+ compounds from the AIDS Antiviral Screen. The task is: Binary Classification. Given a drug SMILES string, predict its activity (active/inactive) in a high-throughput screening assay against a specified biological target. The compound is CC(C)(C)NN=Nc1cn(C2OC(CO)C(O)C2O)c(=O)[nH]c1=O. The result is 0 (inactive).